Task: Predict which catalyst facilitates the given reaction.. Dataset: Catalyst prediction with 721,799 reactions and 888 catalyst types from USPTO Reactant: [NH:1]1[CH2:5][CH2:4][CH2:3][CH2:2]1.[N:6]1[CH:11]=[CH:10][CH:9]=[CH:8]C=1.[C:12]12([C:28](Cl)=[O:29])[CH2:21][C:16]3([C:22](Cl)=[O:23])[CH2:17][CH:18]([CH2:20][C:14]([C:25](Cl)=[O:26])([CH2:15]3)[CH2:13]1)[CH2:19]2. Product: [N:1]1([C:28]([C:12]23[CH2:21][C:16]4([C:22]([N:1]5[CH2:5][CH2:4][CH2:3][CH2:2]5)=[O:23])[CH2:17][CH:18]([CH2:20][C:14]([C:25]([N:6]5[CH2:8][CH2:9][CH2:10][CH2:11]5)=[O:26])([CH2:15]4)[CH2:13]2)[CH2:19]3)=[O:29])[CH2:5][CH2:4][CH2:3][CH2:2]1. The catalyst class is: 2.